This data is from Forward reaction prediction with 1.9M reactions from USPTO patents (1976-2016). The task is: Predict the product of the given reaction. (1) Given the reactants [NH2:1][C:2](=[N:20][O:21][C:22](=O)[C:23]1[CH:28]=[CH:27][C:26]([Cl:29])=[CH:25][CH:24]=1)[C:3]1[C:4]([CH3:19])=[C:5]([C:10]([O:17][CH3:18])=[C:11]([C:13]([CH3:16])([CH3:15])[CH3:14])[CH:12]=1)[C:6]([O:8][CH3:9])=[O:7].C(OCC)(=O)C, predict the reaction product. The product is: [CH3:9][O:8][C:6](=[O:7])[C:5]1[C:4]([CH3:19])=[C:3]([C:2]2[N:1]=[C:22]([C:23]3[CH:24]=[CH:25][C:26]([Cl:29])=[CH:27][CH:28]=3)[O:21][N:20]=2)[CH:12]=[C:11]([C:13]([CH3:14])([CH3:16])[CH3:15])[C:10]=1[O:17][CH3:18]. (2) Given the reactants C(OC([N:8]([CH2:38][C:39]([O:41]C(C)(C)C)=[O:40])[C:9]1[CH:14]=[CH:13][CH:12]=[C:11]([CH:15]([CH2:26][C:27]2[CH:32]=[CH:31][C:30]([C:33]([CH2:36][CH3:37])([CH3:35])[CH3:34])=[CH:29][CH:28]=2)[NH:16][S:17]([C:20]2[CH:25]=[CH:24][CH:23]=[CH:22][N:21]=2)(=[O:19])=[O:18])[N:10]=1)=O)(C)(C)C.[ClH:46].O1CCOCC1, predict the reaction product. The product is: [ClH:46].[C:33]([C:30]1[CH:29]=[CH:28][C:27]([CH2:26][CH:15]([NH:16][S:17]([C:20]2[CH:25]=[CH:24][CH:23]=[CH:22][N:21]=2)(=[O:19])=[O:18])[C:11]2[N:10]=[C:9]([NH:8][CH2:38][C:39]([OH:41])=[O:40])[CH:14]=[CH:13][CH:12]=2)=[CH:32][CH:31]=1)([CH2:36][CH3:37])([CH3:34])[CH3:35].